This data is from Catalyst prediction with 721,799 reactions and 888 catalyst types from USPTO. The task is: Predict which catalyst facilitates the given reaction. (1) Product: [CH3:33][C:7]([O:9][C:10]1[CH:11]=[CH:12][C:13]([C:14]([O:16][CH2:17][C:18]2[N:22]([CH2:23][C:24]3[CH:25]=[CH:26][C:27]([CH3:30])=[CH:28][CH:29]=3)[N:21]=[N:20][CH:19]=2)=[O:15])=[CH:31][CH:32]=1)([CH3:8])[C:6]([OH:34])=[O:5]. The catalyst class is: 12. Reactant: C([O:5][C:6](=[O:34])[C:7]([CH3:33])([O:9][C:10]1[CH:32]=[CH:31][C:13]([C:14]([O:16][CH2:17][C:18]2[N:22]([CH2:23][C:24]3[CH:29]=[CH:28][C:27]([CH3:30])=[CH:26][CH:25]=3)[N:21]=[N:20][CH:19]=2)=[O:15])=[CH:12][CH:11]=1)[CH3:8])(C)(C)C.Cl. (2) Reactant: [CH3:1][O:2][C:3]1[CH:4]=[C:5]([CH:9]=[CH:10][CH:11]=1)[C:6]([OH:8])=O.[NH:12]1[C:16]2[CH:17]=[CH:18][CH:19]=[CH:20][C:15]=2[N:14]=[C:13]1[C:21]1[C:25]([NH2:26])=[CH:24][NH:23][N:22]=1.C(Cl)CCl.C1C=CC2N(O)N=NC=2C=1. Product: [NH:14]1[C:15]2[CH:20]=[CH:19][CH:18]=[CH:17][C:16]=2[N:12]=[C:13]1[C:21]1[C:25]([NH:26][C:6](=[O:8])[C:5]2[CH:9]=[CH:10][CH:11]=[C:3]([O:2][CH3:1])[CH:4]=2)=[CH:24][NH:23][N:22]=1. The catalyst class is: 58. (3) Reactant: C([O:8][C:9]1[CH:52]=[CH:51][C:12]([CH2:13][CH:14]([C:44]([O:46][C:47]([CH3:50])([CH3:49])[CH3:48])=[O:45])[CH2:15][C@@H:16]([C:37]([O:39][C:40]([CH3:43])([CH3:42])[CH3:41])=[O:38])[NH:17]C(C2C=CC=CC=2)(C2C=CC=CC=2)C2C=CC=CC=2)=[CH:11][CH:10]=1)C1C=CC=CC=1. Product: [OH:8][C:9]1[CH:10]=[CH:11][C:12]([CH2:13][CH:14]([C:44]([O:46][C:47]([CH3:50])([CH3:49])[CH3:48])=[O:45])[CH2:15][C@@H:16]([C:37]([O:39][C:40]([CH3:41])([CH3:42])[CH3:43])=[O:38])[NH2:17])=[CH:51][CH:52]=1. The catalyst class is: 19. (4) Reactant: [CH2:1]([Li])[CH2:2][CH2:3][CH3:4].C(N[CH:10]([CH3:12])[CH3:11])(C)C.[CH2:13]([O:15][P:16]([C:21]1[C:25]([P:26]([O:31][CH2:32][CH3:33])([O:28][CH2:29][CH3:30])=[O:27])=[CH:24][S:23][CH:22]=1)([O:18][CH2:19][CH3:20])=[O:17])[CH3:14].[CH2:34]([Sn:38](Cl)([CH2:43][CH2:44][CH2:45][CH3:46])[CH2:39][CH2:40][CH2:41][CH3:42])[CH2:35][CH2:36][CH3:37].P([O-])([O-])(O)=O.[Na+].[Na+].P([O-])(O)(O)=O.[Na+]. Product: [CH2:1]([Sn:38]([CH2:39][CH2:12][CH2:10][CH3:11])([CH2:34][CH2:35][CH2:36][CH3:37])[C:24]1[S:23][C:22]([Sn:38]([CH2:43][CH2:44][CH2:45][CH3:46])([CH2:39][CH2:40][CH2:41][CH3:42])[CH2:34][CH2:35][CH2:36][CH3:37])=[C:21]([P:16]([O:18][CH2:19][CH3:20])([O:15][CH2:13][CH3:14])=[O:17])[C:25]=1[P:26]([O:28][CH2:29][CH3:30])([O:31][CH2:32][CH3:33])=[O:27])[CH2:2][CH2:3][CH3:4]. The catalyst class is: 1. (5) Reactant: C(OC(=O)[NH:7][CH:8]1[CH2:13][CH2:12][N:11]([CH2:14][CH2:15][N:16]2[C:25]3[C:20](=[CH:21][CH:22]=[C:23]([O:26][CH3:27])[CH:24]=3)[N:19]=[C:18]([CH3:28])[C:17]2=[O:29])[CH2:10][CH2:9]1)(C)(C)C.FC(F)(F)C(O)=O.NC1CCN(CCN2C3C(=CC=C(F)C=3)N=CC2=O)CC1. Product: [NH2:7][CH:8]1[CH2:9][CH2:10][N:11]([CH2:14][CH2:15][N:16]2[C:25]3[C:20](=[CH:21][CH:22]=[C:23]([O:26][CH3:27])[CH:24]=3)[N:19]=[C:18]([CH3:28])[C:17]2=[O:29])[CH2:12][CH2:13]1. The catalyst class is: 4. (6) Reactant: [CH2:1]([O:8][C:9]([NH:11][C:12]([CH3:20])([CH3:19])[CH2:13][S:14]([O:16]CC)=[O:15])=[O:10])[C:2]1[CH:7]=[CH:6][CH:5]=[CH:4][CH:3]=1.[OH-].[Na+].C([O-])(=O)C.[Na+].[NH2:28]OS(O)(=O)=O. Product: [CH2:1]([O:8][C:9]([NH:11][C:12]([CH3:20])([CH3:19])[CH2:13][S:14]([NH2:28])(=[O:16])=[O:15])=[O:10])[C:2]1[CH:7]=[CH:6][CH:5]=[CH:4][CH:3]=1. The catalyst class is: 40. (7) The catalyst class is: 53. Product: [CH3:1][O:2][C:3](=[O:12])[CH:4]([Br:13])[C:5]1[CH:10]=[CH:9][C:8]([Cl:11])=[CH:7][CH:6]=1. Reactant: [CH3:1][O:2][C:3](=[O:12])[CH2:4][C:5]1[CH:10]=[CH:9][C:8]([Cl:11])=[CH:7][CH:6]=1.[Br:13]N1C(=O)CCC1=O.C(OOC(=O)C1C=CC=CC=1)(=O)C1C=CC=CC=1. (8) Reactant: [Cl:1][C:2]1[C:14]([O:15][C:16]2[N:20]([CH3:21])[N:19]=[C:18]([CH3:22])[C:17]=2[CH3:23])=[CH:13][C:5]([O:6][C@@H:7]([CH3:12])[C:8]([O:10][CH3:11])=[O:9])=[C:4]([CH:24]=O)[CH:3]=1.Cl.[NH2:27][OH:28].C([O-])(=O)C.[Na+]. Product: [Cl:1][C:2]1[C:14]([O:15][C:16]2[N:20]([CH3:21])[N:19]=[C:18]([CH3:22])[C:17]=2[CH3:23])=[CH:13][C:5]([O:6][C@@H:7]([CH3:12])[C:8]([O:10][CH3:11])=[O:9])=[C:4](/[CH:24]=[N:27]/[OH:28])[CH:3]=1. The catalyst class is: 5. (9) Reactant: [S:1]1[CH:5]=[CH:4][C:3]2[CH:6]=[CH:7][CH:8]=[CH:9][C:2]1=2.[Li][C:11](C)([CH3:13])[CH3:12].IC(C)C. Product: [CH:11]([C:5]1[S:1][C:2]2[CH:9]=[CH:8][CH:7]=[CH:6][C:3]=2[CH:4]=1)([CH3:13])[CH3:12]. The catalyst class is: 1. (10) Reactant: [CH:1]([S:4]([NH:7][C:8]1[CH:13]=[CH:12][C:11]([NH:14]/[C:15](=[C:22]2\[C:23](=[O:31])[NH:24][C:25]3[C:30]\2=[CH:29][CH:28]=[CH:27][CH:26]=3)/[C:16]2[CH:21]=[CH:20][CH:19]=[CH:18][CH:17]=2)=[CH:10][CH:9]=1)(=[O:6])=[O:5])([CH3:3])[CH3:2].Cl[CH2:33][CH2:34][N:35]([CH3:37])[CH3:36].C(=O)([O-])[O-].[K+].[K+].[I-].[Na+]. Product: [CH3:36][N:35]([CH3:37])[CH2:34][CH2:33][N:7]([C:8]1[CH:9]=[CH:10][C:11]([NH:14]/[C:15](=[C:22]2\[C:23](=[O:31])[NH:24][C:25]3[C:30]\2=[CH:29][CH:28]=[CH:27][CH:26]=3)/[C:16]2[CH:21]=[CH:20][CH:19]=[CH:18][CH:17]=2)=[CH:12][CH:13]=1)[S:4]([CH:1]([CH3:3])[CH3:2])(=[O:5])=[O:6]. The catalyst class is: 21.